This data is from Full USPTO retrosynthesis dataset with 1.9M reactions from patents (1976-2016). The task is: Predict the reactants needed to synthesize the given product. (1) Given the product [Cl:1][C:2]1[C:3]([N:8]2[CH2:9][CH2:10][NH:11][CH2:12][CH2:13]2)=[N:4][CH:5]=[CH:6][CH:7]=1, predict the reactants needed to synthesize it. The reactants are: [Cl:1][C:2]1[C:3]([N:8]2[CH2:13][CH2:12][N:11](C(OC(C)(C)C)=O)[CH2:10][CH2:9]2)=[N:4][CH:5]=[CH:6][CH:7]=1.C(O)(C(F)(F)F)=O.ClC(Cl)C. (2) Given the product [Br:1][C:2]1[CH:7]=[CH:6][C:5]([S:8][CH:9]([CH2:15][C:16]2([CH3:19])[CH2:17][CH2:18]2)[C:10]([OH:12])=[O:11])=[CH:4][CH:3]=1, predict the reactants needed to synthesize it. The reactants are: [Br:1][C:2]1[CH:7]=[CH:6][C:5]([S:8][CH:9]([CH2:15][C:16]2([CH3:19])[CH2:18][CH2:17]2)[C:10]([O:12]CC)=[O:11])=[CH:4][CH:3]=1.[Li+].[OH-]. (3) Given the product [NH2:25][C:14]1[N:13]=[C:12]([N:8]2[CH2:7][CH2:6][C:5]3[C:10](=[CH:11][C:2]([N:32]4[CH2:31][CH2:30][N:29]([C:33]([O:35][C:36]([CH3:38])([CH3:37])[CH3:39])=[O:34])[CH2:28][C:27]4=[O:26])=[CH:3][CH:4]=3)[CH2:9]2)[CH:17]=[C:16]([N:18]2[CH2:23][CH2:22][N:21]([CH3:24])[CH2:20][CH2:19]2)[N:15]=1, predict the reactants needed to synthesize it. The reactants are: Br[C:2]1[CH:11]=[C:10]2[C:5]([CH2:6][CH2:7][N:8]([C:12]3[CH:17]=[C:16]([N:18]4[CH2:23][CH2:22][N:21]([CH3:24])[CH2:20][CH2:19]4)[N:15]=[C:14]([NH2:25])[N:13]=3)[CH2:9]2)=[CH:4][CH:3]=1.[O:26]=[C:27]1[NH:32][CH2:31][CH2:30][N:29]([C:33]([O:35][C:36]([CH3:39])([CH3:38])[CH3:37])=[O:34])[CH2:28]1. (4) Given the product [F:1][C:2]1[CH:7]=[CH:6][C:5]([CH2:8][CH:9]([CH2:16][CH2:17][CH3:18])[CH2:10][C:11]([OH:13])=[O:12])=[CH:4][C:3]=1[O:19][CH3:20], predict the reactants needed to synthesize it. The reactants are: [F:1][C:2]1[CH:7]=[CH:6][C:5]([CH2:8][CH:9]([CH2:16][CH2:17][CH3:18])[CH2:10][C:11]([O:13]CC)=[O:12])=[CH:4][C:3]=1[O:19][CH3:20].[OH-].[Na+]. (5) Given the product [CH3:8][CH:7]([CH3:9])[O-:10].[CH3:8][CH:7]([CH3:9])[O-:10].[CH3:8][CH:7]([CH3:9])[O-:10].[CH3:8][CH:7]([CH3:9])[O-:10].[Sn+4:2], predict the reactants needed to synthesize it. The reactants are: N.[Sn:2](Cl)(Cl)(Cl)Cl.[CH:7]([OH:10])([CH3:9])[CH3:8]. (6) Given the product [O:1]1[C:6]2[CH:7]=[CH:8][CH:9]=[CH:10][C:5]=2[N:4]([CH:11]([C:19]2[CH:24]=[CH:23][CH:22]=[CH:21][CH:20]=2)[CH:12]([OH:18])[C:13]([NH:26][CH3:25])=[O:14])[CH2:3][CH2:2]1, predict the reactants needed to synthesize it. The reactants are: [O:1]1[C:6]2[CH:7]=[CH:8][CH:9]=[CH:10][C:5]=2[N:4]([CH:11]([C:19]2[CH:24]=[CH:23][CH:22]=[CH:21][CH:20]=2)[CH:12]([OH:18])[C:13](OCC)=[O:14])[CH2:3][CH2:2]1.[CH3:25][NH2:26]. (7) Given the product [Cl:21][C:22]1[CH:27]=[C:26]([C:2]2[C:11]3[C:6](=[CH:7][C:8]([O:12][CH3:13])=[CH:9][CH:10]=3)[CH:5]=[C:4]([NH:14][C:15]3[CH:19]=[C:18]([CH3:20])[NH:17][N:16]=3)[N:3]=2)[CH:25]=[CH:24][CH:23]=1, predict the reactants needed to synthesize it. The reactants are: Cl[C:2]1[C:11]2[C:6](=[CH:7][C:8]([O:12][CH3:13])=[CH:9][CH:10]=2)[CH:5]=[C:4]([NH:14][C:15]2[CH:19]=[C:18]([CH3:20])[NH:17][N:16]=2)[N:3]=1.[Cl:21][C:22]1[CH:23]=[C:24](B(O)O)[CH:25]=[CH:26][CH:27]=1. (8) Given the product [CH3:1][N:2]1[C:3]([CH3:20])([CH3:21])[CH2:4][CH:5]([O:10][C:11]2[CH:12]=[CH:13][C:14]([C:17]([NH:28][C:29]3[CH:30]=[CH:31][C:32]([NH:35][C:36](=[O:42])[O:37][C:38]([CH3:40])([CH3:39])[CH3:41])=[CH:33][CH:34]=3)=[O:19])=[N:15][CH:16]=2)[CH2:6][C:7]1([CH3:8])[CH3:9], predict the reactants needed to synthesize it. The reactants are: [CH3:1][N:2]1[C:7]([CH3:9])([CH3:8])[CH2:6][CH:5]([O:10][C:11]2[CH:12]=[CH:13][C:14]([C:17]([OH:19])=O)=[N:15][CH:16]=2)[CH2:4][C:3]1([CH3:21])[CH3:20].ClC(OCC)=O.[NH2:28][C:29]1[CH:34]=[CH:33][C:32]([NH:35][C:36](=[O:42])[O:37][C:38]([CH3:41])([CH3:40])[CH3:39])=[CH:31][CH:30]=1.